Dataset: Full USPTO retrosynthesis dataset with 1.9M reactions from patents (1976-2016). Task: Predict the reactants needed to synthesize the given product. (1) Given the product [F:1][C:2]1[CH:3]=[C:4]([CH:36]=[C:37]([F:39])[CH:38]=1)[CH2:5][NH:6][C:7]1[CH:8]=[CH:9][C:10]([F:35])=[C:11]([C:13]2[CH:18]=[CH:17][N:16]=[C:15]3[NH:19][C:20]([C:22]4[CH2:27][CH2:26][NH:25][CH2:24][CH:23]=4)=[CH:21][C:14]=23)[CH:12]=1.[ClH:48], predict the reactants needed to synthesize it. The reactants are: [F:1][C:2]1[CH:3]=[C:4]([CH:36]=[C:37]([F:39])[CH:38]=1)[CH2:5][NH:6][C:7]1[CH:8]=[CH:9][C:10]([F:35])=[C:11]([C:13]2[CH:18]=[CH:17][N:16]=[C:15]3[NH:19][C:20]([C:22]4[CH2:27][CH2:26][N:25](C(OC(C)(C)C)=O)[CH2:24][CH:23]=4)=[CH:21][C:14]=23)[CH:12]=1.FC(F)(F)C(O)=O.C(Cl)[Cl:48]. (2) The reactants are: [NH2:1][C:2]1[CH:3]=[CH:4][C:5]([S:12](=[O:25])(=[O:24])[NH:13][C:14]2[CH:15]=[CH:16][C:17]3[CH2:21][O:20][B:19]([OH:22])[C:18]=3[CH:23]=2)=[C:6]([CH2:8][C:9]([OH:11])=O)[CH:7]=1.[CH:26]1([NH2:31])[CH2:30][CH2:29][CH2:28][CH2:27]1.C1CN([P+](ON2N=NC3C=CC=CC2=3)(N2CCCC2)N2CCCC2)CC1.F[P-](F)(F)(F)(F)F.O. Given the product [NH2:1][C:2]1[CH:3]=[CH:4][C:5]([S:12](=[O:25])(=[O:24])[NH:13][C:14]2[CH:15]=[CH:16][C:17]3[CH2:21][O:20][B:19]([OH:22])[C:18]=3[CH:23]=2)=[C:6]([CH2:8][C:9]([NH:31][CH:26]2[CH2:30][CH2:29][CH2:28][CH2:27]2)=[O:11])[CH:7]=1, predict the reactants needed to synthesize it. (3) Given the product [N:2]([C@H:3]1[CH2:7][CH2:6][CH2:5][C@@H:4]1[NH:8][C:9](=[O:21])[C:10]1[CH:15]=[CH:14][CH:13]=[CH:12][C:11]=1[N:16]1[N:17]=[CH:18][CH:19]=[N:20]1)=[C:25]=[S:33], predict the reactants needed to synthesize it. The reactants are: Cl.[NH2:2][C@H:3]1[CH2:7][CH2:6][CH2:5][C@@H:4]1[NH:8][C:9](=[O:21])[C:10]1[CH:15]=[CH:14][CH:13]=[CH:12][C:11]=1[N:16]1[N:20]=[CH:19][CH:18]=[N:17]1.[OH-].[Na+].Cl[C:25](=[S:33])OC1C=CC=CC=1.C1COCC1. (4) Given the product [CH3:1][O:2][C:3]1[CH:4]=[C:5]([CH2:26][OH:27])[C:6]2[O:10][C:9]([C:11]3[CH:12]=[CH:13][C:14]([O:17][CH3:18])=[CH:15][CH:16]=3)=[C:8]([C:19]3[CH:24]=[CH:23][CH:22]=[CH:21][CH:20]=3)[C:7]=2[CH:25]=1, predict the reactants needed to synthesize it. The reactants are: [CH3:1][O:2][C:3]1[CH:4]=[C:5]([CH:26]=[O:27])[C:6]2[O:10][C:9]([C:11]3[CH:16]=[CH:15][C:14]([O:17][CH3:18])=[CH:13][CH:12]=3)=[C:8]([C:19]3[CH:24]=[CH:23][CH:22]=[CH:21][CH:20]=3)[C:7]=2[CH:25]=1.[BH4-].[Na+].